From a dataset of Full USPTO retrosynthesis dataset with 1.9M reactions from patents (1976-2016). Predict the reactants needed to synthesize the given product. (1) Given the product [Cl:1][C:2]1[CH:7]=[C:6]2[NH:8][C:9](=[O:34])[C:10]3([CH:15]([C:16]4[CH:21]=[CH:20][CH:19]=[C:18]([Cl:22])[CH:17]=4)[CH2:14][C:13](=[S:44])[NH:12][CH:11]3[C:24]3[CH:29]=[CH:28][CH:27]=[CH:26][C:25]=3[C:30]([F:33])([F:32])[F:31])[C:5]2=[CH:4][CH:3]=1, predict the reactants needed to synthesize it. The reactants are: [Cl:1][C:2]1[CH:7]=[C:6]2[NH:8][C:9](=[O:34])[C:10]3([CH:15]([C:16]4[CH:21]=[CH:20][CH:19]=[C:18]([Cl:22])[CH:17]=4)[CH2:14][C:13](=O)[NH:12][CH:11]3[C:24]3[CH:29]=[CH:28][CH:27]=[CH:26][C:25]=3[C:30]([F:33])([F:32])[F:31])[C:5]2=[CH:4][CH:3]=1.COC1C=CC(P2(=S)SP(=S)(C3C=CC(OC)=CC=3)[S:44]2)=CC=1. (2) Given the product [Cl:18][CH2:4][C:3](=[O:5])[C:2]([CH3:1])([C:7]1[CH:8]=[C:9]([F:15])[C:10]([F:14])=[C:11]([F:13])[CH:12]=1)[CH3:6], predict the reactants needed to synthesize it. The reactants are: [CH3:1][C:2]([C:7]1[CH:12]=[C:11]([F:13])[C:10]([F:14])=[C:9]([F:15])[CH:8]=1)([CH3:6])[C:3](=[O:5])[CH3:4].CO.[Cl:18]C(Cl)C.